This data is from Full USPTO retrosynthesis dataset with 1.9M reactions from patents (1976-2016). The task is: Predict the reactants needed to synthesize the given product. (1) Given the product [CH2:18]([O:8][C:5]1[CH:6]=[CH:7][C:2]([Br:1])=[C:3]([N+:9]([O-:11])=[O:10])[CH:4]=1)[C:19]1[CH:24]=[CH:23][CH:22]=[CH:21][CH:20]=1, predict the reactants needed to synthesize it. The reactants are: [Br:1][C:2]1[CH:7]=[CH:6][C:5]([OH:8])=[CH:4][C:3]=1[N+:9]([O-:11])=[O:10].C(=O)([O-])[O-].[K+].[K+].[CH2:18](Br)[C:19]1[CH:24]=[CH:23][CH:22]=[CH:21][CH:20]=1.O. (2) The reactants are: [F:1][C:2]1[CH:3]=[C:4]([CH:14]=[CH:15][CH:16]=1)[CH2:5][C:6]1[O:10][N:9]=[C:8]([C:11]([OH:13])=O)[CH:7]=1.[CH3:17][O:18][C:19]1[CH:27]=[C:26]2[C:22]([C:23]([CH2:28][CH2:29][NH2:30])=[CH:24][NH:25]2)=[CH:21][CH:20]=1.CN(C(ON1N=NC2C=CC=NC1=2)=[N+](C)C)C.F[P-](F)(F)(F)(F)F.C(N(CC)C(C)C)(C)C. Given the product [F:1][C:2]1[CH:3]=[C:4]([CH:14]=[CH:15][CH:16]=1)[CH2:5][C:6]1[O:10][N:9]=[C:8]([C:11]([NH:30][CH2:29][CH2:28][C:23]2[C:22]3[C:26](=[CH:27][C:19]([O:18][CH3:17])=[CH:20][CH:21]=3)[NH:25][CH:24]=2)=[O:13])[CH:7]=1, predict the reactants needed to synthesize it. (3) Given the product [C:1]([C:5]1[CH:19]=[C:8]2[N:9]=[CH:10][C:11]([C:13]#[CH:14])=[CH:12][N:7]2[N:6]=1)([CH3:4])([CH3:3])[CH3:2], predict the reactants needed to synthesize it. The reactants are: [C:1]([C:5]1[CH:19]=[C:8]2[N:9]=[CH:10][C:11]([C:13]#[C:14][Si](C)(C)C)=[CH:12][N:7]2[N:6]=1)([CH3:4])([CH3:3])[CH3:2].[F-].C([N+](CCCC)(CCCC)CCCC)CCC.